This data is from Catalyst prediction with 721,799 reactions and 888 catalyst types from USPTO. The task is: Predict which catalyst facilitates the given reaction. (1) Reactant: [C:1](#[N:3])C.[Cl:4][C:5]1[CH:6]=[CH:7][C:8]2[N:14]3[CH:15]=[CH:16][CH:17]=[C:13]3[C@@H:12]([CH2:18][CH2:19][C:20]([N:22]3[CH2:27][CH2:26][CH:25]([CH2:28][C:29]([O:31][CH2:32][CH3:33])=[O:30])[CH2:24][CH2:23]3)=[O:21])[O:11][C@H:10]([C:34]3[CH:39]=[CH:38][CH:37]=[C:36]([O:40][CH3:41])[C:35]=3[O:42][CH3:43])[C:9]=2[CH:44]=1.CN(C)C=O.ClS(N=C=O)(=O)=O. Product: [Cl:4][C:5]1[CH:6]=[CH:7][C:8]2[N:14]3[C:15]([C:1]#[N:3])=[CH:16][CH:17]=[C:13]3[C@@H:12]([CH2:18][CH2:19][C:20]([N:22]3[CH2:23][CH2:24][CH:25]([CH2:28][C:29]([O:31][CH2:32][CH3:33])=[O:30])[CH2:26][CH2:27]3)=[O:21])[O:11][C@H:10]([C:34]3[CH:39]=[CH:38][CH:37]=[C:36]([O:40][CH3:41])[C:35]=3[O:42][CH3:43])[C:9]=2[CH:44]=1. The catalyst class is: 6. (2) Reactant: F[C:2]1[C:9]([O:10][CH3:11])=[CH:8][C:5]([C:6]#[N:7])=[CH:4][C:3]=1[C:12](=O)[C:13]1[CH:18]=[CH:17][CH:16]=[C:15]([F:19])[CH:14]=1.O.[NH2:22][NH2:23]. Product: [F:19][C:15]1[CH:14]=[C:13]([C:12]2[C:3]3[C:2](=[C:9]([O:10][CH3:11])[CH:8]=[C:5]([C:6]#[N:7])[CH:4]=3)[NH:23][N:22]=2)[CH:18]=[CH:17][CH:16]=1. The catalyst class is: 8. (3) Reactant: [H-].[H-].[H-].[H-].[Li+].[Al+3].CON(C)[C:10]([C:12]1([C:15]([F:18])([F:17])[F:16])[CH2:14][CH2:13]1)=[O:11]. Product: [F:16][C:15]([F:18])([F:17])[C:12]1([CH:10]=[O:11])[CH2:14][CH2:13]1. The catalyst class is: 28. (4) Reactant: S(Cl)(Cl)=O.[CH2:5]1[O:21][C:8]2([CH2:13][CH2:12][C:11](O)([C:14]3[CH:15]=[N:16][CH:17]=[CH:18][CH:19]=3)[CH2:10][CH2:9]2)[O:7][CH2:6]1.[OH-].[Na+]. Product: [CH2:6]1[O:7][C:8]2([CH2:13][CH2:12][C:11]([C:14]3[CH:15]=[N:16][CH:17]=[CH:18][CH:19]=3)=[CH:10][CH2:9]2)[O:21][CH2:5]1. The catalyst class is: 17. (5) Reactant: [Br:1][C:2]1[C:3]([OH:14])=[C:4]([C:9]([CH2:12]Br)=[CH:10][CH:11]=1)[C:5]([O:7][CH3:8])=[O:6].[CH3:15][O:16][C:17]1[CH:22]=[CH:21][CH:20]=[CH:19][C:18]=1[SH:23].C(=O)([O-])[O-].[K+].[K+]. Product: [Br:1][C:2]1[C:3]([OH:14])=[C:4]([C:9]([CH2:12][S:23][C:18]2[CH:19]=[CH:20][CH:21]=[CH:22][C:17]=2[O:16][CH3:15])=[CH:10][CH:11]=1)[C:5]([O:7][CH3:8])=[O:6]. The catalyst class is: 1. (6) The catalyst class is: 389. Product: [CH3:34][O:24][C:22]([CH3:25])([CH3:23])[C:21]#[C:20][C:17]1[CH:18]=[C:19]2[C@:5]3([CH2:4][O:3][C:2]([NH2:1])=[N:6]3)[C:7]3[C:12](=[CH:11][CH:10]=[C:9]([C:26]4[CH:27]=[N:28][CH:29]=[N:30][CH:31]=4)[CH:8]=3)[O:13][C:14]2=[N:15][CH:16]=1. Reactant: [NH2:1][C:2]1[O:3][CH2:4][C@:5]2([C:19]3[C:14](=[N:15][CH:16]=[C:17]([C:20]#[C:21][C:22]([CH3:25])([OH:24])[CH3:23])[CH:18]=3)[O:13][C:12]3[C:7]2=[CH:8][C:9]([C:26]2[CH:27]=[N:28][CH:29]=[N:30][CH:31]=2)=[CH:10][CH:11]=3)[N:6]=1.CO.[CH3:34]S(O)(=O)=O. (7) The catalyst class is: 473. Product: [CH2:1]([O:8][C:9]([N:11]1[CH:15]([C:16](=[O:26])[NH:17][C:18]2[CH:23]=[CH:22][C:21]([CH2:24][NH:25][S:39]([C:33]3[CH:38]=[CH:37][CH:36]=[CH:35][CH:34]=3)(=[O:41])=[O:40])=[CH:20][CH:19]=2)[CH2:14][S:13][CH:12]1[C:27]1[CH:28]=[CH:29][N:30]=[CH:31][CH:32]=1)=[O:10])[C:2]1[CH:7]=[CH:6][CH:5]=[CH:4][CH:3]=1. Reactant: [CH2:1]([O:8][C:9]([N:11]1[CH:15]([C:16](=[O:26])[NH:17][C:18]2[CH:23]=[CH:22][C:21]([CH2:24][NH2:25])=[CH:20][CH:19]=2)[CH2:14][S:13][CH:12]1[C:27]1[CH:32]=[CH:31][N:30]=[CH:29][CH:28]=1)=[O:10])[C:2]1[CH:7]=[CH:6][CH:5]=[CH:4][CH:3]=1.[C:33]1([S:39](Cl)(=[O:41])=[O:40])[CH:38]=[CH:37][CH:36]=[CH:35][CH:34]=1.CCN(C(C)C)C(C)C.C(#N)C. (8) Reactant: [NH2:1][CH2:2][CH2:3][O:4][CH2:5][CH2:6][O:7][CH2:8][CH2:9][NH:10][S:11]([C:14]1[CH:19]=[CH:18][C:17]([CH:20]2[C:29]3[C:24](=[C:25]([Cl:31])[CH:26]=[C:27]([Cl:30])[CH:28]=3)[CH2:23][N:22]([CH3:32])[CH2:21]2)=[CH:16][CH:15]=1)(=[O:13])=[O:12].[OH:33][CH:34]([CH:45]([OH:56])[C:46]([O:48]N1C(=O)CCC1=O)=O)[C:35]([O:37]N1C(=O)CCC1=O)=O. Product: [Cl:30][C:27]1[CH:28]=[C:29]2[C:24](=[C:25]([Cl:31])[CH:26]=1)[CH2:23][N:22]([CH3:32])[CH2:21][CH:20]2[C:17]1[CH:16]=[CH:15][C:14]([S:11]([NH:10][CH2:9][CH2:8][O:7][CH2:6][CH2:5][O:4][CH2:3][CH2:2][NH:1][C:35](=[O:37])[CH:34]([OH:33])[CH:45]([OH:56])[C:46]([NH:1][CH2:2][CH2:3][O:4][CH2:5][CH2:6][O:7][CH2:8][CH2:9][NH:10][S:11]([C:14]2[CH:15]=[CH:16][C:17]([CH:20]3[C:29]4[C:24](=[C:25]([Cl:31])[CH:26]=[C:27]([Cl:30])[CH:28]=4)[CH2:23][N:22]([CH3:32])[CH2:21]3)=[CH:18][CH:19]=2)(=[O:13])=[O:12])=[O:48])(=[O:13])=[O:12])=[CH:19][CH:18]=1. The catalyst class is: 3.